From a dataset of Full USPTO retrosynthesis dataset with 1.9M reactions from patents (1976-2016). Predict the reactants needed to synthesize the given product. (1) Given the product [C:10]([C:7]1[CH:6]=[CH:5][C:4]([OH:9])=[C:3]([CH2:1][CH3:2])[CH:8]=1)([CH3:13])([CH3:12])[CH3:11], predict the reactants needed to synthesize it. The reactants are: [CH2:1]([C:3]1[CH:8]=[CH:7][CH:6]=[CH:5][C:4]=1[OH:9])[CH3:2].[C:10](Cl)([CH3:13])([CH3:12])[CH3:11]. (2) Given the product [N+:12]([C:7]1[CH:8]=[CH:9][CH:10]=[C:11]2[C:6]=1[CH:5]=[CH:4][N:3]=[C:2]2[C:15]1[CH:20]=[CH:19][CH:18]=[CH:17][CH:16]=1)([O-:14])=[O:13], predict the reactants needed to synthesize it. The reactants are: Cl[C:2]1[C:11]2[C:6](=[C:7]([N+:12]([O-:14])=[O:13])[CH:8]=[CH:9][CH:10]=2)[CH:5]=[CH:4][N:3]=1.[C:15]1(B(O)O)[CH:20]=[CH:19][CH:18]=[CH:17][CH:16]=1.P([O-])([O-])([O-])=O.[K+].[K+].[K+].O1CCOCC1. (3) Given the product [CH:31]1([C:27]2[CH:28]=[C:29]([CH3:30])[C:24]([N:21]3[CH2:22][CH2:23][N:18]([C:16]([C:10]4[CH:11]=[CH:12][C:13]([N:35]5[CH2:39][CH2:38][CH2:37][C:36]5=[O:40])=[CH:14][C:9]=4[N:6]4[CH2:7][CH2:8][NH:4][C:5]4=[O:34])=[O:17])[CH2:19][CH2:20]3)=[N:25][CH:26]=2)[CH2:32][CH2:33]1, predict the reactants needed to synthesize it. The reactants are: C([N:4]1[CH2:8][CH2:7][N:6]([C:9]2[CH:14]=[C:13](Cl)[CH:12]=[CH:11][C:10]=2[C:16]([N:18]2[CH2:23][CH2:22][N:21]([C:24]3[C:29]([CH3:30])=[CH:28][C:27]([CH:31]4[CH2:33][CH2:32]4)=[CH:26][N:25]=3)[CH2:20][CH2:19]2)=[O:17])[C:5]1=[O:34])(=O)C.[NH:35]1[CH2:39][CH2:38][CH2:37][C:36]1=[O:40]. (4) The reactants are: [CH3:1][C:2]1[CH:7]=[CH:6][CH:5]=[C:4]([CH3:8])[C:3]=1[C:9]([N:11]1[CH2:18][CH:17]2[CH:13]([CH2:14][NH:15][CH2:16]2)[CH2:12]1)=[O:10].[F:19][C:20]1[CH:25]=[CH:24][C:23]([N:26]([CH2:36][CH2:37][CH2:38]I)[S:27]([C:30]2[CH:35]=[CH:34][CH:33]=[CH:32][CH:31]=2)(=[O:29])=[O:28])=[CH:22][CH:21]=1.C([O-])([O-])=O.[K+].[K+]. Given the product [CH3:8][C:4]1[CH:5]=[CH:6][CH:7]=[C:2]([CH3:1])[C:3]=1[C:9]([N:11]1[CH2:18][CH:17]2[CH2:16][N:15]([CH2:38][CH2:37][CH2:36][N:26]([C:23]3[CH:22]=[CH:21][C:20]([F:19])=[CH:25][CH:24]=3)[S:27]([C:30]3[CH:35]=[CH:34][CH:33]=[CH:32][CH:31]=3)(=[O:29])=[O:28])[CH2:14][CH:13]2[CH2:12]1)=[O:10], predict the reactants needed to synthesize it.